From a dataset of Forward reaction prediction with 1.9M reactions from USPTO patents (1976-2016). Predict the product of the given reaction. (1) Given the reactants C([O:5][C:6](=[O:30])[CH2:7][N:8]1[C:16]2[C:11](=[CH:12][C:13]([Cl:17])=[CH:14][CH:15]=2)[C:10]([CH:18]2[C:22]3[CH:23]=[CH:24][CH:25]=[CH:26][C:21]=3[S:20](=[O:28])(=[O:27])[NH:19]2)=[C:9]1[CH3:29])(C)(C)C.Cl[CH2:32][C:33]1[C:34]([C:39]2[CH:44]=[CH:43][CH:42]=[CH:41][CH:40]=2)=[N:35][O:36][C:37]=1[CH3:38], predict the reaction product. The product is: [Cl:17][C:13]1[CH:12]=[C:11]2[C:16](=[CH:15][CH:14]=1)[N:8]([CH2:7][C:6]([OH:5])=[O:30])[C:9]([CH3:29])=[C:10]2[CH:18]1[C:22]2[CH:23]=[CH:24][CH:25]=[CH:26][C:21]=2[S:20](=[O:27])(=[O:28])[N:19]1[CH2:32][C:33]1[C:34]([C:39]2[CH:44]=[CH:43][CH:42]=[CH:41][CH:40]=2)=[N:35][O:36][C:37]=1[CH3:38]. (2) Given the reactants [S:1]1[C:5]2[CH:6]=[CH:7][CH:8]=[CH:9][C:4]=2[N:3]=[C:2]1[N:10]([CH2:35][O:36][CH2:37][CH2:38][Si:39]([CH3:42])([CH3:41])[CH3:40])[C:11]([C:13]1[CH:14]=[CH:15][CH:16]=[C:17]2[C:22]=1[CH2:21][N:20]([C:23]1[S:24][CH:25]=[C:26]([C:28]([O:30][C:31]([CH3:34])([CH3:33])[CH3:32])=[O:29])[N:27]=1)[CH2:19][CH2:18]2)=[O:12].C1C(=O)N([I:50])C(=O)C1, predict the reaction product. The product is: [S:1]1[C:5]2[CH:6]=[CH:7][CH:8]=[CH:9][C:4]=2[N:3]=[C:2]1[N:10]([CH2:35][O:36][CH2:37][CH2:38][Si:39]([CH3:42])([CH3:41])[CH3:40])[C:11]([C:13]1[CH:14]=[CH:15][CH:16]=[C:17]2[C:22]=1[CH2:21][N:20]([C:23]1[S:24][C:25]([I:50])=[C:26]([C:28]([O:30][C:31]([CH3:34])([CH3:33])[CH3:32])=[O:29])[N:27]=1)[CH2:19][CH2:18]2)=[O:12]. (3) Given the reactants C(OC([N:8]1[CH2:13][CH2:12][CH2:11][C@@H:10]([NH:14][C:15](=[O:43])[C:16]2[CH:21]=[CH:20][C:19]([N:22]3[CH2:27][CH2:26][N:25]([C:28]4[CH:33]=[CH:32][CH:31]=[CH:30][C:29]=4[CH3:34])[CH2:24][CH2:23]3)=[C:18]([NH:35][C:36]([C:38]3[O:39][CH:40]=[CH:41][CH:42]=3)=[O:37])[CH:17]=2)[CH2:9]1)=O)(C)(C)C.C(Cl)Cl.C(O)(C(F)(F)F)=O.[CH2:54]([N:56]=[C:57]=[O:58])[CH3:55], predict the reaction product. The product is: [CH2:54]([NH:56][C:57]([N:8]1[CH2:13][CH2:12][CH2:11][C@@H:10]([NH:14][C:15](=[O:43])[C:16]2[CH:21]=[CH:20][C:19]([N:22]3[CH2:23][CH2:24][N:25]([C:28]4[CH:33]=[CH:32][CH:31]=[CH:30][C:29]=4[CH3:34])[CH2:26][CH2:27]3)=[C:18]([NH:35][C:36]([C:38]3[O:39][CH:40]=[CH:41][CH:42]=3)=[O:37])[CH:17]=2)[CH2:9]1)=[O:58])[CH3:55]. (4) The product is: [CH3:13][O:11][C:10](=[O:12])[CH2:9][C:4]1[CH:5]=[C:6]([Cl:8])[CH:7]=[C:2]([Br:1])[CH:3]=1. Given the reactants [Br:1][C:2]1[CH:3]=[C:4]([CH2:9][C:10]([OH:12])=[O:11])[CH:5]=[C:6]([Cl:8])[CH:7]=1.[CH3:13]O, predict the reaction product.